Dataset: Forward reaction prediction with 1.9M reactions from USPTO patents (1976-2016). Task: Predict the product of the given reaction. (1) Given the reactants [NH2:1][CH2:2][CH2:3][NH:4][C:5](=O)[C:6]1[CH:11]=[CH:10][C:9]([C:12]2[CH:17]=[CH:16][C:15](=[O:18])[N:14]([CH2:19][CH2:20][O:21][C:22]3[C:31]4[C:26](=[CH:27][C:28]([O:32][CH3:33])=[CH:29][CH:30]=4)[N:25]=[CH:24][CH:23]=3)[N:13]=2)=[CH:8][C:7]=1[Cl:34].Cl[Si](C)(C)C.[I-].[Na+], predict the reaction product. The product is: [Cl:34][C:7]1[CH:8]=[C:9]([C:12]2[CH:17]=[CH:16][C:15](=[O:18])[N:14]([CH2:19][CH2:20][O:21][C:22]3[C:31]4[C:26](=[CH:27][C:28]([O:32][CH3:33])=[CH:29][CH:30]=4)[N:25]=[CH:24][CH:23]=3)[N:13]=2)[CH:10]=[CH:11][C:6]=1[C:5]1[NH:4][CH2:3][CH2:2][N:1]=1. (2) Given the reactants [C:1]([N:5]1[C:9](=[O:10])[C:8](Cl)=[C:7]([C:12]2[CH:17]=[CH:16][CH:15]=[CH:14][CH:13]=2)[S:6]1(=[O:19])=[O:18])([CH3:4])([CH3:3])[CH3:2].[O:20]1[C:25]2[CH:26]=[CH:27][CH:28]=[CH:29][C:24]=2[O:23][CH2:22][CH:21]1[CH2:30][NH2:31], predict the reaction product. The product is: [C:1]([N:5]1[C:9](=[O:10])[C:8]([NH:31][CH2:30][CH:21]2[O:20][C:25]3[CH:26]=[CH:27][CH:28]=[CH:29][C:24]=3[O:23][CH2:22]2)=[C:7]([C:12]2[CH:17]=[CH:16][CH:15]=[CH:14][CH:13]=2)[S:6]1(=[O:19])=[O:18])([CH3:4])([CH3:3])[CH3:2]. (3) Given the reactants [Cl:1][C:2]1[CH:7]=[CH:6][C:5]([F:8])=[CH:4][C:3]=1[N:9]1[CH2:33][C:11]2([CH2:14][N:13]([C:15]3[S:16][C:17]([C:20]4[N:21]=[N:22][N:23]([CH2:25][C:26]([O:28]C(C)(C)C)=[O:27])[N:24]=4)=[CH:18][N:19]=3)[CH2:12]2)[CH2:10]1.C(O)(C(F)(F)F)=O, predict the reaction product. The product is: [Cl:1][C:2]1[CH:7]=[CH:6][C:5]([F:8])=[CH:4][C:3]=1[N:9]1[CH2:10][C:11]2([CH2:12][N:13]([C:15]3[S:16][C:17]([C:20]4[N:21]=[N:22][N:23]([CH2:25][C:26]([OH:28])=[O:27])[N:24]=4)=[CH:18][N:19]=3)[CH2:14]2)[CH2:33]1. (4) Given the reactants [BrH:1].[Br:2][C:3]1[CH:4]=[CH:5][C:6]([Cl:11])=[C:7]([CH:10]=1)[CH2:8]O, predict the reaction product. The product is: [Br:2][C:3]1[CH:4]=[CH:5][C:6]([Cl:11])=[C:7]([CH:10]=1)[CH2:8][Br:1]. (5) Given the reactants Cl.[Cl:2][C:3]1[C:12]([O:13][CH:14]([C:19]2(F)[CH2:24][CH2:23][NH:22][CH2:21][CH2:20]2)[C:15]([F:18])([F:17])[F:16])=[N:11][C:10]2[C:5](=[CH:6][CH:7]=[CH:8][CH:9]=2)[N:4]=1.C(N(CC)CC)C.[CH3:33][S:34](Cl)(=[O:36])=[O:35].[C:38](=O)(O)[O-].[Na+], predict the reaction product. The product is: [Cl:2][C:3]1[C:12]([O:13][CH:14]([C:19]2([CH3:38])[CH2:24][CH2:23][N:22]([S:34]([CH3:33])(=[O:36])=[O:35])[CH2:21][CH2:20]2)[C:15]([F:18])([F:17])[F:16])=[N:11][C:10]2[C:5](=[CH:6][CH:7]=[CH:8][CH:9]=2)[N:4]=1. (6) Given the reactants [F:1][C:2]1[CH:3]=[C:4]([C:8]#[C:9][C:10]2[CH:23]=[CH:22][N:13]3[C:14](=[O:21])[C:15]([C:18](Cl)=[O:19])=[CH:16][N:17]=[C:12]3[CH:11]=2)[CH:5]=[CH:6][CH:7]=1.Cl.[C:25]([NH2:28])(=[NH:27])[CH3:26].N1C=CC=CC=1, predict the reaction product. The product is: [F:1][C:2]1[CH:3]=[C:4]([C:8]#[C:9][C:10]2[CH:23]=[CH:22][N:13]3[C:14](=[O:21])[C:15]([C:18]4[O:19][N:28]=[C:25]([CH3:26])[N:27]=4)=[CH:16][N:17]=[C:12]3[CH:11]=2)[CH:5]=[CH:6][CH:7]=1. (7) Given the reactants C[O:2][C:3]([C@@H:5]1[CH2:10][CH2:9][C@@H:8]([O:11][C:12]2[C:21]3[C:16](=[C:17]([CH3:24])[C:18]([O:22][CH3:23])=[CH:19][CH:20]=3)[N:15]=[C:14]([C:25]3[S:26][CH:27]=[C:28]([C:30]([F:33])([F:32])[F:31])[N:29]=3)[CH:13]=2)[CH2:7][C@H:6]1[C:34]([O:36][CH2:37][C:38]1[CH:43]=[CH:42][CH:41]=[CH:40][CH:39]=1)=[O:35])=[O:4].[Li+].[OH-].Cl, predict the reaction product. The product is: [CH2:37]([O:36][C:34]([C@@H:6]1[CH2:7][C@H:8]([O:11][C:12]2[C:21]3[C:16](=[C:17]([CH3:24])[C:18]([O:22][CH3:23])=[CH:19][CH:20]=3)[N:15]=[C:14]([C:25]3[S:26][CH:27]=[C:28]([C:30]([F:33])([F:32])[F:31])[N:29]=3)[CH:13]=2)[CH2:9][CH2:10][C@H:5]1[C:3]([OH:4])=[O:2])=[O:35])[C:38]1[CH:43]=[CH:42][CH:41]=[CH:40][CH:39]=1. (8) Given the reactants [F:1][C:2]1[CH:3]=[C:4]([CH:7]=[C:8]([N+:10]([O-])=O)[CH:9]=1)[C:5]#[N:6].O.O.[Sn](Cl)Cl, predict the reaction product. The product is: [NH2:10][C:8]1[CH:7]=[C:4]([CH:3]=[C:2]([F:1])[CH:9]=1)[C:5]#[N:6]. (9) Given the reactants [CH3:1][C:2]1[CH2:7][CH2:6][C@@H:5]([C:8]([CH3:10])=[CH2:9])[CH2:4][CH:3]=1.C1N(CCCS(O)(=O)=O)CC[O:13]C1, predict the reaction product. The product is: [CH3:1][C:2]1[C:7](=[O:13])[CH2:6][CH:5]([C:8]([CH3:10])=[CH2:9])[CH2:4][CH:3]=1.